This data is from Reaction yield outcomes from USPTO patents with 853,638 reactions. The task is: Predict the reaction yield, written as a fraction of the theoretical maximum amount of product (1.0 means a 100% yield; for example, 0.34 means a 34% yield). (1) The reactants are [CH2:1]([C:5]1[O:6][C:7]2[C:25]([C:26]([O:28][CH:29]([CH3:31])[CH3:30])=[O:27])=[CH:24][CH:23]=[CH:22][C:8]=2[C:9]=1[C:10](=[O:21])[C:11]1[CH:16]=[CH:15][C:14]([CH2:17][CH2:18][CH2:19]Br)=[CH:13][CH:12]=1)[CH2:2][CH2:3][CH3:4].[CH2:32]([NH:36][CH2:37][CH2:38][CH2:39][CH3:40])[CH2:33][CH2:34][CH3:35].[I-].[Na+].[C:43](=[O:46])([O-:45])[O-].[K+].[K+]. The catalyst is C(#N)C. The product is [C:26]([OH:28])(=[O:27])[C:43]([OH:45])=[O:46].[CH2:1]([C:5]1[O:6][C:7]2[C:25]([C:26]([O:28][CH:29]([CH3:31])[CH3:30])=[O:27])=[CH:24][CH:23]=[CH:22][C:8]=2[C:9]=1[C:10](=[O:21])[C:11]1[CH:16]=[CH:15][C:14]([CH2:17][CH2:18][CH2:19][N:36]([CH2:37][CH2:38][CH2:39][CH3:40])[CH2:32][CH2:33][CH2:34][CH3:35])=[CH:13][CH:12]=1)[CH2:2][CH2:3][CH3:4]. The yield is 0.570. (2) The reactants are [Br:1][C:2]1[C:14]([CH3:15])=[CH:13][C:12]([C:16]([OH:18])=[O:17])=[C:11]2[C:3]=1[C:4]1[CH2:5][CH2:6][CH:7]([C:19]([O:21][CH2:22][CH3:23])=[O:20])[CH2:8][C:9]=1[NH:10]2.ClC1C(=O)C(C#N)=C(C#N)C(=O)C=1Cl. The catalyst is C1COCC1.CCOC(C)=O. The product is [Br:1][C:2]1[C:3]2[C:4]3[C:9](=[CH:8][C:7]([C:19]([O:21][CH2:22][CH3:23])=[O:20])=[CH:6][CH:5]=3)[NH:10][C:11]=2[C:12]([C:16]([OH:18])=[O:17])=[CH:13][C:14]=1[CH3:15]. The yield is 0.880. (3) The reactants are [CH:1]([N:4]1[CH2:9][CH2:8][N:7]([C:10]2[CH:15]=[CH:14][C:13]([NH:16][C:17]3[C:18]4[N:19]([N:34]=[CH:35][N:36]=4)[C:20]([C:23]4[CH:28]=[CH:27][N:26]=[C:25]([CH2:29][O:30]C(=O)C)[CH:24]=4)=[CH:21][N:22]=3)=[CH:12][CH:11]=2)[CH2:6][CH2:5]1)([CH3:3])[CH3:2].C(=O)([O-])[O-].[K+].[K+].C(O)(=O)CC(CC(O)=O)(C(O)=O)O. The catalyst is CO. The product is [CH:1]([N:4]1[CH2:5][CH2:6][N:7]([C:10]2[CH:11]=[CH:12][C:13]([NH:16][C:17]3[C:18]4[N:19]([N:34]=[CH:35][N:36]=4)[C:20]([C:23]4[CH:28]=[CH:27][N:26]=[C:25]([CH2:29][OH:30])[CH:24]=4)=[CH:21][N:22]=3)=[CH:14][CH:15]=2)[CH2:8][CH2:9]1)([CH3:3])[CH3:2]. The yield is 0.125. (4) The reactants are Cl[C:2]1[N:10]=[CH:9][N:8]=[C:7]2[C:3]=1[N:4]=[CH:5][N:6]2[CH2:11][CH2:12][CH2:13][CH2:14][CH2:15][CH2:16][CH2:17][CH2:18][CH2:19][CH3:20].[NH3:21]. The catalyst is CO.ClCCl. The product is [CH2:11]([N:6]1[CH:5]=[N:4][C:3]2[C:7]1=[N:8][CH:9]=[N:10][C:2]=2[NH2:21])[CH2:12][CH2:13][CH2:14][CH2:15][CH2:16][CH2:17][CH2:18][CH2:19][CH3:20]. The yield is 0.720. (5) The reactants are [CH3:1][C:2]([CH3:34])([CH2:5][C@@:6]1([C:28]2[CH:33]=[CH:32][CH:31]=[CH:30][CH:29]=2)[O:11][C:10](=[O:12])[N:9]([C@H:13]([C:15]2[CH:20]=[CH:19][C:18]([C:21]3[CH:26]=[CH:25][C:24](=[O:27])[NH:23][CH:22]=3)=[CH:17][CH:16]=2)[CH3:14])[CH2:8][CH2:7]1)[C:3]#[N:4].[CH3:35]I.[H-].[Na+]. The catalyst is C1COCC1. The product is [CH3:34][C:2]([CH3:1])([CH2:5][C@@:6]1([C:28]2[CH:33]=[CH:32][CH:31]=[CH:30][CH:29]=2)[O:11][C:10](=[O:12])[N:9]([C@H:13]([C:15]2[CH:20]=[CH:19][C:18]([C:21]3[CH:26]=[CH:25][C:24](=[O:27])[N:23]([CH3:35])[CH:22]=3)=[CH:17][CH:16]=2)[CH3:14])[CH2:8][CH2:7]1)[C:3]#[N:4]. The yield is 0.850. (6) The reactants are [NH2:1][C:2]1[CH:7]=[CH:6][C:5]([Br:8])=[CH:4][C:3]=1[SH:9].[CH3:10][C:11]1[CH:12]=C[C:14](S(O)(=O)=O)=[CH:15][CH:16]=1.C1(C)C=CC(C)=CC=1.C=C1CC(C(Cl)=O)C1. The catalyst is C1(C)C(C)=CC=CC=1.C(OCC)(=O)C. The product is [Br:8][C:5]1[CH:6]=[CH:7][C:2]2[N:1]=[C:10]([CH:11]3[CH2:16][C:15](=[CH2:14])[CH2:12]3)[S:9][C:3]=2[CH:4]=1. The yield is 0.750. (7) The reactants are [C:1]([C:5]1[CH:9]=[C:8]([NH:10][C:11]([NH:13][C@@H:14]2[C:23]3[C:18](=[CH:19][CH:20]=[CH:21][CH:22]=3)[C@H:17]([O:24][C:25]3[CH:26]=[CH:27][C:28]4[N:29]([C:31]([N:34]5[CH2:39][CH2:38][CH2:37][CH2:36][C@@H:35]5[CH3:40])=[N:32][N:33]=4)[CH:30]=3)[CH2:16][CH2:15]2)=[O:12])[N:7]([C:41]2[CH:42]=[C:43]([CH:50]=[CH:51][CH:52]=2)[CH2:44][O:45]S(C)(=O)=O)[N:6]=1)([CH3:4])([CH3:3])[CH3:2].CCN(C(C)C)C(C)C.[CH3:62][O:63][CH:64]1[CH2:69][CH2:68][NH:67][CH2:66][CH2:65]1. The catalyst is C1COCC1. The product is [CH:44]([OH:45])=[O:63].[C:1]([C:5]1[CH:9]=[C:8]([NH:10][C:11]([NH:13][C@@H:14]2[C:23]3[C:18](=[CH:19][CH:20]=[CH:21][CH:22]=3)[C@H:17]([O:24][C:25]3[CH:26]=[CH:27][C:28]4[N:29]([C:31]([N:34]5[CH2:39][CH2:38][CH2:37][CH2:36][C@@H:35]5[CH3:40])=[N:32][N:33]=4)[CH:30]=3)[CH2:16][CH2:15]2)=[O:12])[N:7]([C:41]2[CH:52]=[CH:51][CH:50]=[C:43]([CH2:44][N:67]3[CH2:68][CH2:69][CH:64]([O:63][CH3:62])[CH2:65][CH2:66]3)[CH:42]=2)[N:6]=1)([CH3:4])([CH3:2])[CH3:3]. The yield is 0.140. (8) The reactants are [F:1][C:2]1[C:7]([NH:8][C:9](=[O:13])[CH:10]([CH3:12])[CH3:11])=[CH:6][CH:5]=[C:4]([F:14])[C:3]=1[C:15]1[N:20]=[C:19]([C:21]([O:23]C)=[O:22])[CH:18]=[CH:17][C:16]=1[F:25].[Li+].[OH-]. No catalyst specified. The product is [F:1][C:2]1[C:7]([NH:8][C:9](=[O:13])[CH:10]([CH3:11])[CH3:12])=[CH:6][CH:5]=[C:4]([F:14])[C:3]=1[C:15]1[N:20]=[C:19]([C:21]([OH:23])=[O:22])[CH:18]=[CH:17][C:16]=1[F:25]. The yield is 0.980. (9) The reactants are Br[C:2]1[CH:7]=[C:6]([CH3:8])[N+:5]([O-:9])=[N:4][CH:3]=1.C([Sn](CCCC)(CCCC)[C:15]1[S:19][C:18]([C:20]([O:22][C:23]([CH3:26])([CH3:25])[CH3:24])=[O:21])=[N:17][CH:16]=1)CCC.N#N.O1C=CC=C1P(C1OC=CC=1)C1OC=CC=1. The catalyst is O1CCOCC1.C1C=CC(/C=C/C(/C=C/C2C=CC=CC=2)=O)=CC=1.C1C=CC(/C=C/C(/C=C/C2C=CC=CC=2)=O)=CC=1.C1C=CC(/C=C/C(/C=C/C2C=CC=CC=2)=O)=CC=1.[Pd].[Pd].CC(C)=O.C(Cl)Cl.CCOC(C)=O.CCCCCCC. The product is [C:23]([O:22][C:20]([C:18]1[S:19][C:15]([C:2]2[CH:7]=[C:6]([CH3:8])[N+:5]([O-:9])=[N:4][CH:3]=2)=[CH:16][N:17]=1)=[O:21])([CH3:26])([CH3:24])[CH3:25]. The yield is 0.480. (10) The reactants are [Cl:1][C:2]1[C:7]([C:8]([F:11])([F:10])[F:9])=[CH:6][N:5]=[C:4]2[NH:12][CH:13]=[C:14]([NH:15][C:16](=[O:20])[CH2:17][O:18][CH3:19])[C:3]=12.[NH:21]1[CH2:26][CH2:25][CH2:24][C@@H:23]([NH:27]C(=O)OC(C)(C)C)[CH2:22]1.CCN(C(C)C)C(C)C.C(O)(C(F)(F)F)=O. The catalyst is CN1C(=O)CCC1.C(OCC)(=O)C.C(Cl)Cl. The product is [ClH:1].[NH2:27][C@@H:23]1[CH2:24][CH2:25][CH2:26][N:21]([C:2]2[C:7]([C:8]([F:11])([F:10])[F:9])=[CH:6][N:5]=[C:4]3[NH:12][CH:13]=[C:14]([NH:15][C:16](=[O:20])[CH2:17][O:18][CH3:19])[C:3]=23)[CH2:22]1. The yield is 0.270.